Dataset: Full USPTO retrosynthesis dataset with 1.9M reactions from patents (1976-2016). Task: Predict the reactants needed to synthesize the given product. (1) Given the product [Cl:3][C:4]1[CH:9]=[CH:8][CH:7]=[C:6]([F:10])[C:5]=1[CH2:11][C:12](=[O:14])[CH2:18][C:17]([O:20][CH2:21][CH3:22])=[O:19], predict the reactants needed to synthesize it. The reactants are: [H-].[Na+].[Cl:3][C:4]1[CH:9]=[CH:8][CH:7]=[C:6]([F:10])[C:5]=1[CH2:11][C:12]([O:14]CC)=O.[C:17]([O:20][C:21](=O)[CH3:22])(=[O:19])[CH3:18].Cl. (2) Given the product [ClH:15].[CH3:36][N:34]1[CH:35]=[C:31]([NH:30][C:26]2[N:25]=[C:24]([N:18]3[CH2:19][C@H:20]4[N:23]([C:10]5([CH2:12][C:13]#[N:14])[CH2:9][NH:8][CH2:11]5)[C@H:16]([CH2:22][CH2:21]4)[CH2:17]3)[CH:29]=[CH:28][N:27]=2)[CH:32]=[N:33]1, predict the reactants needed to synthesize it. The reactants are: C([N:8]1[CH2:11][C:10](=[CH:12][C:13]#[N:14])[CH2:9]1)(OC(C)(C)C)=O.[ClH:15].[C@@H:16]12[NH:23][C@@H:20]([CH2:21][CH2:22]1)[CH2:19][N:18]([C:24]1[CH:29]=[CH:28][N:27]=[C:26]([NH:30][C:31]3[CH:32]=[N:33][N:34]([CH3:36])[CH:35]=3)[N:25]=1)[CH2:17]2.C1CCN2C(=NCCC2)CC1. (3) Given the product [Br:1][C:2]1[CH:7]=[CH:6][C:5]([NH:8][C:11](=[O:13])[CH:10]=[N:24][OH:25])=[CH:4][CH:3]=1, predict the reactants needed to synthesize it. The reactants are: [Br:1][C:2]1[CH:7]=[CH:6][C:5]([NH2:8])=[CH:4][CH:3]=1.Cl[C:10](Cl)(Cl)[CH:11]([OH:13])O.S([O-])([O-])(=O)=O.[Na+].[Na+].Cl.[NH2:24][OH:25].Cl. (4) Given the product [NH2:17][C@@H:18]([CH2:19][S:20][CH2:21][C@H:22]([O:40][C:41](=[O:55])[CH2:42][CH2:43][CH2:44][CH2:45][CH2:46][CH2:47][CH2:48][CH2:49][CH2:50][CH2:51][CH2:52][CH2:53][CH3:54])[CH2:23][O:24][C:25](=[O:39])[CH2:26][CH2:27][CH2:28][CH2:29][CH2:30][CH2:31][CH2:32][CH2:33][CH2:34][CH2:35][CH2:36][CH2:37][CH3:38])[C:56](=[O:58])[NH:60][CH2:61][CH2:62][O:63][CH2:64][CH2:65][O:66][CH2:67][CH2:68][O:69][CH2:70][CH2:71][P:72](=[O:73])([OH:79])[OH:76], predict the reactants needed to synthesize it. The reactants are: C1C2C(COC(=O)[NH:17][C@H:18]([C:56]([OH:58])=O)[CH2:19][S:20][CH2:21][C@H:22]([O:40][C:41](=[O:55])[CH2:42][CH2:43][CH2:44][CH2:45][CH2:46][CH2:47][CH2:48][CH2:49][CH2:50][CH2:51][CH2:52][CH2:53][CH3:54])[CH2:23][O:24][C:25](=[O:39])[CH2:26][CH2:27][CH2:28][CH2:29][CH2:30][CH2:31][CH2:32][CH2:33][CH2:34][CH2:35][CH2:36][CH2:37][CH3:38])C3C(=CC=CC=3)C=2C=CC=1.[NH2:60][CH2:61][CH2:62][O:63][CH2:64][CH2:65][O:66][CH2:67][CH2:68][O:69][CH2:70][CH2:71][P:72](=[O:79])([O:76]CC)[O:73]CC. (5) Given the product [Br:1][CH2:11][CH:10]1[O:22][C:21]2[C:20]3[CH:19]=[C:18]([O:23][CH3:24])[CH:17]=[CH:16][C:15]=3[N:14]=[CH:13][C:12]=2[CH2:9]1, predict the reactants needed to synthesize it. The reactants are: [Br:1]N1C(=O)CCC1=O.[CH2:9]([C:12]1[CH:13]=[N:14][C:15]2[C:20]([C:21]=1[OH:22])=[CH:19][C:18]([O:23][CH3:24])=[CH:17][CH:16]=2)[CH:10]=[CH2:11].CO. (6) Given the product [OH:1][NH:4][C:7]([C:9]1[CH:17]=[C:16]2[C:12]([CH:13]=[CH:14][N:15]2[CH2:18][C:19]2[CH:24]=[CH:23][C:22]([O:25][CH:26]([F:28])[F:27])=[CH:21][CH:20]=2)=[CH:11][CH:10]=1)=[O:6], predict the reactants needed to synthesize it. The reactants are: [OH-:1].[Na+].O[NH2:4].C[O:6][C:7]([C:9]1[CH:17]=[C:16]2[C:12]([CH:13]=[CH:14][N:15]2[CH2:18][C:19]2[CH:24]=[CH:23][C:22]([O:25][CH:26]([F:28])[F:27])=[CH:21][CH:20]=2)=[CH:11][CH:10]=1)=O.